This data is from Forward reaction prediction with 1.9M reactions from USPTO patents (1976-2016). The task is: Predict the product of the given reaction. (1) Given the reactants [Zn:1].[Br:2]CCBr.C[Si](Cl)(C)C.[Cl:11][C:12]1[C:13]([F:20])=[C:14]([CH:17]=[CH:18][CH:19]=1)[CH2:15]Br, predict the reaction product. The product is: [Br-:2].[Cl:11][C:12]1[C:13]([F:20])=[C:14]([CH:17]=[CH:18][CH:19]=1)[CH2:15][Zn+:1]. (2) Given the reactants [N:1]([C@H:4]1[CH2:12][C:11]2[C:6](=[CH:7][CH:8]=[CH:9][CH:10]=2)[C@H:5]1[OH:13])=[N+:2]=[N-:3].[CH3:14]I, predict the reaction product. The product is: [N:1]([C@H:4]1[CH2:12][C:11]2[C:6](=[CH:7][CH:8]=[CH:9][CH:10]=2)[C@H:5]1[O:13][CH3:14])=[N+:2]=[N-:3]. (3) Given the reactants Br[C:2]1[CH:7]=[CH:6][C:5]([O:8][CH3:9])=[CH:4][CH:3]=1.[CH:10]1(/[CH:16]=[C:17](\B2OC(C)(C)C(C)(C)O2)/[CH2:18][OH:19])[CH2:15][CH2:14][CH2:13][CH2:12][CH2:11]1.[F-].[Cs+], predict the reaction product. The product is: [CH:10]1(/[CH:16]=[C:17](\[C:2]2[CH:7]=[CH:6][C:5]([O:8][CH3:9])=[CH:4][CH:3]=2)/[CH2:18][OH:19])[CH2:15][CH2:14][CH2:13][CH2:12][CH2:11]1.